From a dataset of Reaction yield outcomes from USPTO patents with 853,638 reactions. Predict the reaction yield, written as a fraction of the theoretical maximum amount of product (1.0 means a 100% yield; for example, 0.34 means a 34% yield). (1) The reactants are [N+:1]([O-])([OH:3])=[O:2].[CH2:5]([O:12][C:13]1[CH:18]=[C:17](/[CH:19]=[CH:20]/[N+:21]([O-:23])=[O:22])[CH:16]=[CH:15][C:14]=1[O:24][CH3:25])[C:6]1[CH:11]=[CH:10][CH:9]=[CH:8][CH:7]=1. The catalyst is C(O)(=O)C. The product is [CH2:5]([O:12][C:13]1[CH:18]=[C:17](/[CH:19]=[CH:20]/[N+:21]([O-:23])=[O:22])[C:16]([N+:1]([O-:3])=[O:2])=[CH:15][C:14]=1[O:24][CH3:25])[C:6]1[CH:7]=[CH:8][CH:9]=[CH:10][CH:11]=1. The yield is 0.910. (2) The reactants are [CH3:1][O:2][C:3]([NH2:5])=N.Cl.C[O:8][C:9](=O)[CH2:10][C:11]#[N:12].[CH3:14][O-].[Na+]. The catalyst is CO. The product is [CH3:1][O:2][CH:3]1[CH2:14][C:11](=[NH:12])[CH2:10][C:9](=[O:8])[NH:5]1. The yield is 0.760. (3) The reactants are [Cl-].O[NH3+:3].[C:4](=[O:7])([O-])[OH:5].[Na+].CS(C)=O.[CH2:13]([C:17]1[N:18]=[C:19]([CH2:48][CH2:49][O:50][CH3:51])[N:20]([C:39]2[CH:40]=[CH:41][C:42]3[O:46][CH2:45][CH2:44][C:43]=3[CH:47]=2)[C:21](=[O:38])[C:22]=1[CH2:23][C:24]1[CH:29]=[CH:28][C:27]([C:30]2[C:31]([C:36]#[N:37])=[CH:32][CH:33]=[CH:34][CH:35]=2)=[CH:26][CH:25]=1)[CH2:14][CH2:15][CH3:16]. The catalyst is C(OCC)(=O)C. The product is [CH2:13]([C:17]1[N:18]=[C:19]([CH2:48][CH2:49][O:50][CH3:51])[N:20]([C:39]2[CH:40]=[CH:41][C:42]3[O:46][CH2:45][CH2:44][C:43]=3[CH:47]=2)[C:21](=[O:38])[C:22]=1[CH2:23][C:24]1[CH:25]=[CH:26][C:27]([C:30]2[CH:35]=[CH:34][CH:33]=[CH:32][C:31]=2[C:36]2[NH:3][C:4](=[O:7])[O:5][N:37]=2)=[CH:28][CH:29]=1)[CH2:14][CH2:15][CH3:16]. The yield is 0.550. (4) The reactants are [CH3:1][O:2][C:3]([C:5]1(Br)[CH:14]=[C:13]([O:15][CH2:16][O:17][CH2:18][CH2:19][Si:20]([CH3:23])([CH3:22])[CH3:21])[C:12]2[C:7](=[CH:8][CH:9]=[C:10]([O:24][CH3:25])[CH:11]=2)[NH:6]1)=[O:4].[CH3:27][N:28]1[CH2:34][CH2:33][CH2:32][NH:31][CH2:30][CH2:29]1.C1C=CC(P(C2C(C3C(P(C4C=CC=CC=4)C4C=CC=CC=4)=CC=C4C=3C=CC=C4)=C3C(C=CC=C3)=CC=2)C2C=CC=CC=2)=CC=1.C(=O)([O-])[O-].[Cs+].[Cs+]. The catalyst is C1(C)C=CC=CC=1. The product is [CH3:1][O:2][C:3]([C:5]1[CH:14]=[C:13]([O:15][CH2:16][O:17][CH2:18][CH2:19][Si:20]([CH3:23])([CH3:22])[CH3:21])[C:12]2[C:7](=[C:8]([N:31]3[CH2:32][CH2:33][CH2:34][N:28]([CH3:27])[CH2:29][CH2:30]3)[CH:9]=[C:10]([O:24][CH3:25])[CH:11]=2)[N:6]=1)=[O:4]. The yield is 0.920.